This data is from Reaction yield outcomes from USPTO patents with 853,638 reactions. The task is: Predict the reaction yield, written as a fraction of the theoretical maximum amount of product (1.0 means a 100% yield; for example, 0.34 means a 34% yield). The reactants are Cl.[CH2:2]([O:4][C:5](=[O:8])[CH2:6][NH2:7])[CH3:3].[C:9]1([CH3:15])[CH:14]=[CH:13][CH:12]=[CH:11][CH:10]=1.C(=O)C1C=CC=CC=1.[OH-].[Na+]. The catalyst is O.CS(C)=O. The product is [CH2:2]([O:4][C:5](=[O:8])[CH2:6]/[N:7]=[CH:15]/[C:9]1[CH:14]=[CH:13][CH:12]=[CH:11][CH:10]=1)[CH3:3]. The yield is 0.920.